Dataset: Forward reaction prediction with 1.9M reactions from USPTO patents (1976-2016). Task: Predict the product of the given reaction. (1) Given the reactants [CH3:1][O:2][C:3](=[O:21])[C:4]([S:12]([C:15]1[CH:20]=[CH:19][CH:18]=[CH:17][CH:16]=1)(=[O:14])=[O:13])([CH:6]1[CH2:10][CH2:9][C:8](=O)[CH2:7]1)[CH3:5].Cl.[Cl:23][C:24]1[CH:29]=[CH:28][C:27]([NH:30]N)=[CH:26][CH:25]=1.C([O-])(O)=O.[Na+], predict the reaction product. The product is: [CH3:1][O:2][C:3](=[O:21])[C:4]([S:12]([C:15]1[CH:20]=[CH:19][CH:18]=[CH:17][CH:16]=1)(=[O:14])=[O:13])([CH:6]1[CH2:10][C:9]2[NH:30][C:27]3[CH:26]=[CH:25][C:24]([Cl:23])=[CH:29][C:28]=3[C:8]=2[CH2:7]1)[CH3:5]. (2) Given the reactants [Cl-].[CH:2]([O:5][C:6]1[CH:11]=[CH:10][C:9]([C@@H:12]([NH3+:14])[CH3:13])=[CH:8][CH:7]=1)([CH3:4])[CH3:3].C([O:19][C:20]([C:22]1[CH:27]=[CH:26][CH:25]=[CH:24][C:23]=1[C:28]1[CH:33]=[CH:32][C:31]([CH2:34][N:35]2[C:43]3[C:38](=[CH:39][C:40]([C:44](O)=[O:45])=[CH:41][CH:42]=3)[C:37]([CH3:47])=[C:36]2[CH3:48])=[CH:30][CH:29]=1)=[O:21])(C)(C)C, predict the reaction product. The product is: [CH:2]([O:5][C:6]1[CH:7]=[CH:8][C:9]([C@@H:12]([NH:14][C:44]([C:40]2[CH:39]=[C:38]3[C:43](=[CH:42][CH:41]=2)[N:35]([CH2:34][C:31]2[CH:30]=[CH:29][C:28]([C:23]4[C:22]([C:20]([OH:21])=[O:19])=[CH:27][CH:26]=[CH:25][CH:24]=4)=[CH:33][CH:32]=2)[C:36]([CH3:48])=[C:37]3[CH3:47])=[O:45])[CH3:13])=[CH:10][CH:11]=1)([CH3:4])[CH3:3]. (3) The product is: [F:23][C:18]1[CH:17]=[C:16]([CH:21]=[CH:20][C:19]=1[F:22])[CH2:15][N:8]1[C:9]2[CH:14]=[CH:13][C:12]([Br:29])=[CH:11][C:10]=2[N:6]([CH2:5][C:4]2[CH:25]=[CH:26][C:27]([F:28])=[C:2]([F:1])[CH:3]=2)[C:7]1=[NH:24]. Given the reactants [F:1][C:2]1[CH:3]=[C:4]([CH:25]=[CH:26][C:27]=1[F:28])[CH2:5][N:6]1[C:10]2[CH:11]=[CH:12][CH:13]=[CH:14][C:9]=2[N:8]([CH2:15][C:16]2[CH:21]=[CH:20][C:19]([F:22])=[C:18]([F:23])[CH:17]=2)[C:7]1=[NH:24].[Br:29]Br.C([O-])(O)=O.[Na+], predict the reaction product. (4) Given the reactants [Cl:1][C:2]1[N:3]=[CH:4][C:5]2[C:10]([C:11]3[CH:16]=[CH:15][CH:14]=[CH:13][CH:12]=3)=[CH:9][S:8][C:6]=2[N:7]=1.[Br:17]Br.O=C1O[C@H]([C@H](CO)O)C(O)=C1O, predict the reaction product. The product is: [Br:17][C:9]1[S:8][C:6]2[N:7]=[C:2]([Cl:1])[N:3]=[CH:4][C:5]=2[C:10]=1[C:11]1[CH:16]=[CH:15][CH:14]=[CH:13][CH:12]=1. (5) Given the reactants [C:1]([C:3]1[CH:4]=[C:5]([C:16](=[O:25])[C:17]2[CH:22]=[CH:21][CH:20]=[C:19]([O:23]C)[CH:18]=2)[N:6]2[C:15]3[C:10](=[CH:11][CH:12]=[CH:13][CH:14]=3)[CH:9]=[CH:8][C:7]=12)#[N:2].[I-].[K+].B(Br)(Br)Br, predict the reaction product. The product is: [C:1]([C:3]1[CH:4]=[C:5]([C:16](=[O:25])[C:17]2[CH:22]=[CH:21][CH:20]=[C:19]([OH:23])[CH:18]=2)[N:6]2[C:15]3[C:10](=[CH:11][CH:12]=[CH:13][CH:14]=3)[CH:9]=[CH:8][C:7]=12)#[N:2]. (6) Given the reactants [CH2:1]([N:3]([CH2:20][C:21]1[N:22]=[C:23]([C:27]2[CH:28]=[C:29]([CH:33]=[CH:34][CH:35]=2)[C:30]([OH:32])=O)[O:24][C:25]=1[CH3:26])[C:4]1[CH:9]=[CH:8][C:7]([C:10]([OH:19])([C:15]([F:18])([F:17])[F:16])[C:11]([F:14])([F:13])[F:12])=[CH:6][CH:5]=1)[CH3:2].Cl.CN.[CH3:39][N:40]1CCOCC1.CCN=C=NCCCN(C)C.C1C=CC2N(O)N=NC=2C=1.[NH4+].[Cl-], predict the reaction product. The product is: [CH2:1]([N:3]([CH2:20][C:21]1[N:22]=[C:23]([C:27]2[CH:28]=[C:29]([CH:33]=[CH:34][CH:35]=2)[C:30]([NH:40][CH3:39])=[O:32])[O:24][C:25]=1[CH3:26])[C:4]1[CH:5]=[CH:6][C:7]([C:10]([OH:19])([C:11]([F:14])([F:12])[F:13])[C:15]([F:18])([F:16])[F:17])=[CH:8][CH:9]=1)[CH3:2]. (7) Given the reactants CS[C:3]1[N:8]=[C:7]([OH:9])[CH:6]=[CH:5][N:4]=1.[NH2:10][C:11]1[CH:16]=[CH:15][CH:14]=[CH:13][CH:12]=1, predict the reaction product. The product is: [NH:10]([C:3]1[N:8]=[C:7]([OH:9])[CH:6]=[CH:5][N:4]=1)[C:11]1[CH:16]=[CH:15][CH:14]=[CH:13][CH:12]=1.